This data is from Catalyst prediction with 721,799 reactions and 888 catalyst types from USPTO. The task is: Predict which catalyst facilitates the given reaction. (1) Reactant: [NH2:1][C:2]1[N:6]([CH:7]2[CH2:12][CH2:11][CH2:10][N:9]([C:13]([O:15][CH2:16][C:17]3[CH:22]=[CH:21][CH:20]=[CH:19][CH:18]=3)=[O:14])[CH2:8]2)[N:5]=[C:4]([C:23]2[CH:28]=[CH:27][C:26]([I:29])=[CH:25][CH:24]=2)[C:3]=1[C:30]#[N:31].[C:32](Cl)(=[O:34])[CH3:33].C(N(CC)CC)C. Product: [CH2:16]([O:15][C:13]([N:9]1[CH2:10][CH2:11][CH2:12][CH:7]([N:6]2[C:2]([NH:1][C:32](=[O:34])[CH3:33])=[C:3]([C:30]#[N:31])[C:4]([C:23]3[CH:28]=[CH:27][C:26]([I:29])=[CH:25][CH:24]=3)=[N:5]2)[CH2:8]1)=[O:14])[C:17]1[CH:22]=[CH:21][CH:20]=[CH:19][CH:18]=1. The catalyst class is: 4. (2) Reactant: [C:1]([C:3]1[CH:8]=[CH:7][C:6]([C@@H:9]([NH:14][CH2:15][C:16]2[CH:21]=[N:20][C:19]([CH3:22])=[C:18]3[O:23]C(C)(C)[O:25][CH2:26][C:17]=23)[CH2:10][C:11]([OH:13])=[O:12])=[CH:5][CH:4]=1)#[N:2].C(O)=O. Product: [C:1]([C:3]1[CH:4]=[CH:5][C:6]([C@@H:9]([NH:14][CH2:15][C:16]2[CH:21]=[N:20][C:19]([CH3:22])=[C:18]([OH:23])[C:17]=2[CH2:26][OH:25])[CH2:10][C:11]([OH:13])=[O:12])=[CH:7][CH:8]=1)#[N:2]. The catalyst class is: 6. (3) Reactant: [CH2:1]([NH:8][CH2:9][C:10]1[CH:15]=[CH:14][C:13]([N+:16]([O-:18])=[O:17])=[C:12]([O:19][CH3:20])[CH:11]=1)[C:2]1[CH:7]=[CH:6][CH:5]=[CH:4][CH:3]=1.[CH3:21][C:22]([O:25][C:26](O[C:26]([O:25][C:22]([CH3:24])([CH3:23])[CH3:21])=[O:27])=[O:27])([CH3:24])[CH3:23].C(=O)(O)[O-].[Na+]. Product: [C:22]([O:25][C:26](=[O:27])[N:8]([CH2:1][C:2]1[CH:7]=[CH:6][CH:5]=[CH:4][CH:3]=1)[CH2:9][C:10]1[CH:15]=[CH:14][C:13]([N+:16]([O-:18])=[O:17])=[C:12]([O:19][CH3:20])[CH:11]=1)([CH3:24])([CH3:23])[CH3:21]. The catalyst class is: 2. (4) Reactant: [NH:1]1[CH2:6][CH2:5][CH2:4][CH2:3][CH:2]1[CH2:7][CH2:8][OH:9].C(N(CC)CC)C.[C:17](O[C:17]([O:19][C:20]([CH3:23])([CH3:22])[CH3:21])=[O:18])([O:19][C:20]([CH3:23])([CH3:22])[CH3:21])=[O:18]. Product: [C:20]([O:19][C:17]([N:1]1[CH2:6][CH2:5][CH2:4][CH2:3][CH:2]1[CH2:7][CH2:8][OH:9])=[O:18])([CH3:23])([CH3:22])[CH3:21]. The catalyst class is: 2.